From a dataset of Catalyst prediction with 721,799 reactions and 888 catalyst types from USPTO. Predict which catalyst facilitates the given reaction. (1) Reactant: [CH2:1]([O:3][C:4]([C:6]1[C:7](=[O:29])[C:8]2[CH:13]=[N:12][C:11](S(C)(=O)=O)=[N:10][C:9]=2[N:18]([C:20]2[CH:21]=[C:22]3[C:26](=[CH:27][CH:28]=2)[CH2:25][CH2:24][CH2:23]3)[CH:19]=1)=[O:5])[CH3:2].[CH3:30][N:31]1[CH2:36][CH2:35][N:34]([C:37]2[CH:42]=[CH:41][C:40]([NH2:43])=[CH:39][CH:38]=2)[CH2:33][CH2:32]1. Product: [CH2:1]([O:3][C:4]([C:6]1[C:7](=[O:29])[C:8]2[CH:13]=[N:12][C:11]([NH:43][C:40]3[CH:39]=[CH:38][C:37]([N:34]4[CH2:33][CH2:32][N:31]([CH3:30])[CH2:36][CH2:35]4)=[CH:42][CH:41]=3)=[N:10][C:9]=2[N:18]([C:20]2[CH:21]=[C:22]3[C:26](=[CH:27][CH:28]=2)[CH2:25][CH2:24][CH2:23]3)[CH:19]=1)=[O:5])[CH3:2]. The catalyst class is: 32. (2) Reactant: [CH3:1][O:2][C:3]1[C:8]([O:9][CH3:10])=[CH:7][C:6]([N+:11]([O-])=O)=[CH:5][C:4]=1[OH:14].Cl. Product: [CH3:1][O:2][C:3]1[C:8]([O:9][CH3:10])=[CH:7][C:6]([NH2:11])=[CH:5][C:4]=1[OH:14]. The catalyst class is: 19. (3) Reactant: FC(F)(F)C(N[C@@H:6]1[C:14]2C(=CC=C(OC)C=2)C(=O)[CH2:7]1)=O.[OH:20][C:21]1[CH:22]=[C:23]([CH:26]=[CH:27][CH:28]=1)[CH:24]=[O:25].IC(C)C.C([O-])([O-])=O.[K+].[K+]. Product: [CH:6]([O:20][C:21]1[CH:22]=[C:23]([CH:26]=[CH:27][CH:28]=1)[CH:24]=[O:25])([CH3:14])[CH3:7]. The catalyst class is: 18. (4) Reactant: [NH:1]1[C:6](=O)[CH2:5][O:4][C:3]2[N:8]=[CH:9][CH:10]=[CH:11][C:2]1=2.[H-].[Al+3].[Li+].[H-].[H-].[H-].O.[OH-].[Na+]. Product: [NH:1]1[CH2:6][CH2:5][O:4][C:3]2[N:8]=[CH:9][CH:10]=[CH:11][C:2]1=2. The catalyst class is: 7. (5) Reactant: C(=O)([O-])O.[Na+].Cl.[NH2:7][OH:8].[F:9][C:10]1[C:17]([O:18][CH3:19])=[CH:16][CH:15]=[CH:14][C:11]=1[CH:12]=O. Product: [F:9][C:10]1[C:17]([O:18][CH3:19])=[CH:16][CH:15]=[CH:14][C:11]=1[CH:12]=[N:7][OH:8]. The catalyst class is: 97. (6) Reactant: [NH2:1][C:2]1[N:6]2[CH2:7][CH2:8][N:9]=[C:5]2[C:4]([C:23]2[CH:28]=[CH:27][C:26]([OH:29])=[CH:25][CH:24]=2)([C:10]2[CH:11]=[C:12]([C:16]3[CH:21]=[CH:20][CH:19]=[C:18]([Cl:22])[CH:17]=3)[CH:13]=[CH:14][CH:15]=2)[N:3]=1.[F:30][C:31]([F:50])([F:49])[S:32](N(C1C=CC=CC=1)[S:32]([C:31]([F:50])([F:49])[F:30])(=[O:34])=[O:33])(=[O:34])=[O:33].C(=O)([O-])[O-].[K+].[K+].C(OCC)(=O)C. Product: [F:30][C:31]([F:50])([F:49])[S:32]([O:29][C:26]1[CH:25]=[CH:24][C:23]([C:4]2([C:10]3[CH:11]=[C:12]([C:16]4[CH:21]=[CH:20][CH:19]=[C:18]([Cl:22])[CH:17]=4)[CH:13]=[CH:14][CH:15]=3)[C:5]3=[N:9][CH2:8][CH2:7][N:6]3[C:2]([NH2:1])=[N:3]2)=[CH:28][CH:27]=1)(=[O:34])=[O:33]. The catalyst class is: 30. (7) Reactant: C([O:3][C:4]([C:6]1[S:24][C:9]2[N:10]([CH3:23])[C:11](=[O:22])[N:12]([CH2:15][C:16]3[CH:21]=[CH:20][CH:19]=[CH:18][CH:17]=3)[C:13](=[O:14])[C:8]=2[CH:7]=1)=[O:5])C.[Li+].[OH-].C(OCC)(=O)C.O.Cl. Product: [CH2:15]([N:12]1[C:13](=[O:14])[C:8]2[CH:7]=[C:6]([C:4]([OH:5])=[O:3])[S:24][C:9]=2[N:10]([CH3:23])[C:11]1=[O:22])[C:16]1[CH:21]=[CH:20][CH:19]=[CH:18][CH:17]=1. The catalyst class is: 1. (8) Reactant: [F:1][C:2]([F:11])([F:10])[C:3]1[N:8]=[CH:7][C:6]([NH2:9])=[CH:5][CH:4]=1.Cl[C:13]([O:15][CH3:16])=[O:14].C(=O)(O)[O-].[Na+]. Product: [F:11][C:2]([F:1])([F:10])[C:3]1[N:8]=[CH:7][C:6]([NH:9][C:13](=[O:14])[O:15][CH3:16])=[CH:5][CH:4]=1. The catalyst class is: 17.